From a dataset of Peptide-MHC class I binding affinity with 185,985 pairs from IEDB/IMGT. Regression. Given a peptide amino acid sequence and an MHC pseudo amino acid sequence, predict their binding affinity value. This is MHC class I binding data. The binding affinity (normalized) is 0.175. The MHC is HLA-A33:01 with pseudo-sequence HLA-A33:01. The peptide sequence is MPTYIRNTL.